Task: Predict the reactants needed to synthesize the given product.. Dataset: Full USPTO retrosynthesis dataset with 1.9M reactions from patents (1976-2016) (1) The reactants are: CO[C:3]1[CH:4]=[C:5]([S:9][C:10]2[CH:26]=[CH:25][C:13]3[S:14][C:15]([C:18]4[CH:23]=[CH:22][N:21]=[C:20]([NH2:24])[N:19]=4)=[C:16]([CH3:17])[C:12]=3[CH:11]=2)[CH:6]=[CH:7][CH:8]=1.SC1C=C(C=CC=1)[C:31]([O:33][CH3:34])=[O:32].COC1C=C(S)C=CC=1. Given the product [NH2:24][C:20]1[N:19]=[C:18]([C:15]2[S:14][C:13]3[CH:25]=[CH:26][C:10]([S:9][C:5]4[CH:4]=[C:3]([CH:8]=[CH:7][CH:6]=4)[C:31]([O:33][CH3:34])=[O:32])=[CH:11][C:12]=3[C:16]=2[CH3:17])[CH:23]=[CH:22][N:21]=1, predict the reactants needed to synthesize it. (2) Given the product [Cl:21][C:22]1[CH:23]=[CH:24][C:25]([N:36]2[CH:40]=[C:39]([CH:41]([F:43])[F:42])[N:38]=[N:37]2)=[C:26]([C:28]2[N:29]=[CH:30][N:31]=[C:32]([OH:34])[CH:33]=2)[CH:27]=1, predict the reactants needed to synthesize it. The reactants are: ClC1C=CC(N2C=C(Cl)N=N2)=C(C2N=CN=C(O)C=2)C=1.[Cl:21][C:22]1[CH:23]=[CH:24][C:25]([N:36]2[CH:40]=[C:39]([CH:41]([F:43])[F:42])[N:38]=[N:37]2)=[C:26]([C:28]2[CH:33]=[C:32]([O:34]C)[N:31]=[CH:30][N:29]=2)[CH:27]=1. (3) Given the product [Br:1][C:2]1[CH:3]=[N:4][C:5]2[N:6]([N:8]=[C:9]([CH2:11][C:21]3[C:22](=[O:24])[O:23][C:18]([CH:13]4[CH2:17][CH2:16][CH2:15][CH2:14]4)([CH2:26][CH2:27][C:28]4[CH:33]=[CH:32][C:31]([OH:34])=[C:30]([CH2:35][CH3:36])[CH:29]=4)[CH2:19][C:20]=3[OH:25])[N:10]=2)[CH:7]=1, predict the reactants needed to synthesize it. The reactants are: [Br:1][C:2]1[CH:3]=[N:4][C:5]2[N:6]([N:8]=[C:9]([CH:11]=O)[N:10]=2)[CH:7]=1.[CH:13]1([C:18]2([CH2:26][CH2:27][C:28]3[CH:33]=[CH:32][C:31]([OH:34])=[C:30]([CH2:35][CH3:36])[CH:29]=3)[O:23][C:22](=[O:24])[CH2:21][C:20](=[O:25])[CH2:19]2)[CH2:17][CH2:16][CH2:15][CH2:14]1. (4) Given the product [CH3:8][S:7][C:4]1[N:3]=[C:2]([CH:10]2[CH2:15][CH2:14][CH2:13][CH2:12][CH2:11]2)[S:6][N:5]=1, predict the reactants needed to synthesize it. The reactants are: Cl[C:2]1[S:6][N:5]=[C:4]([S:7][CH3:8])[N:3]=1.[Br-].[CH:10]1([Zn+])[CH2:15][CH2:14][CH2:13][CH2:12][CH2:11]1. (5) Given the product [F:38][C:2]([F:1])([F:39])[C:3]1[CH:37]=[CH:36][C:6]([CH2:7][C:8]2[CH:13]=[CH:12][C:11]([O:14][C:15]([N:17]3[CH2:22][CH2:21][CH:20]([O:23][C:24]4[CH:29]=[CH:28][C:27]([C:30]([OH:32])=[O:31])=[CH:26][CH:25]=4)[CH2:19][CH2:18]3)=[O:16])=[CH:10][CH:9]=2)=[CH:5][CH:4]=1, predict the reactants needed to synthesize it. The reactants are: [F:1][C:2]([F:39])([F:38])[C:3]1[CH:37]=[CH:36][C:6]([CH2:7][C:8]2[CH:13]=[CH:12][C:11]([O:14][C:15]([N:17]3[CH2:22][CH2:21][CH:20]([O:23][C:24]4[CH:29]=[CH:28][C:27]([C:30]([O:32]CC=C)=[O:31])=[CH:26][CH:25]=4)[CH2:19][CH2:18]3)=[O:16])=[CH:10][CH:9]=2)=[CH:5][CH:4]=1.CC1(C)CC(=O)CC(=O)C1. (6) Given the product [Cl:41][C:42]1[CH:47]=[CH:46][C:45]([S:48]([NH:24][CH2:23][CH2:22][CH:21]([NH:20][C:18]([C@@H:13]([NH:12][C:10]([C:2]2[S:1][C:5]3[CH:6]=[CH:7][CH:8]=[CH:9][C:4]=3[CH:3]=2)=[O:11])[CH2:14][CH:15]([CH3:17])[CH3:16])=[O:19])[CH2:32][CH3:33])(=[O:50])=[O:49])=[CH:44][CH:43]=1, predict the reactants needed to synthesize it. The reactants are: [S:1]1[C:5]2[CH:6]=[CH:7][CH:8]=[CH:9][C:4]=2[CH:3]=[C:2]1[C:10]([NH:12][C@H:13]([C:18]([NH:20][CH:21]([CH2:32][CH3:33])[CH2:22][CH2:23][NH:24]C(=O)OC(C)(C)C)=[O:19])[CH2:14][CH:15]([CH3:17])[CH3:16])=[O:11].C(O)(C(F)(F)F)=O.[Cl:41][C:42]1[CH:47]=[CH:46][C:45]([S:48](Cl)(=[O:50])=[O:49])=[CH:44][CH:43]=1.CCN(CC)CC. (7) Given the product [CH3:1][O:2][C:3](=[O:49])[CH2:4][C@H:5]([OH:41])[CH2:6][C:7](=[O:40])[CH2:8][CH2:9][C:10]1[N:11]([CH:37]([CH3:39])[CH3:38])[C:12]([C:28](=[O:36])[NH:29][C:30]2[CH:35]=[CH:34][CH:33]=[CH:32][CH:31]=2)=[C:13]([C:22]2[CH:27]=[CH:26][CH:25]=[CH:24][CH:23]=2)[C:14]=1[C:15]1[CH:20]=[CH:19][C:18]([F:21])=[CH:17][CH:16]=1, predict the reactants needed to synthesize it. The reactants are: [CH3:1][O:2][C:3](=[O:49])[CH2:4][C@H:5]([O:41][Si](C(C)(C)C)(C)C)[CH2:6][C:7](=[O:40])[CH2:8][CH2:9][C:10]1[N:11]([CH:37]([CH3:39])[CH3:38])[C:12]([C:28](=[O:36])[NH:29][C:30]2[CH:35]=[CH:34][CH:33]=[CH:32][CH:31]=2)=[C:13]([C:22]2[CH:27]=[CH:26][CH:25]=[CH:24][CH:23]=2)[C:14]=1[C:15]1[CH:20]=[CH:19][C:18]([F:21])=[CH:17][CH:16]=1.F.